Dataset: Catalyst prediction with 721,799 reactions and 888 catalyst types from USPTO. Task: Predict which catalyst facilitates the given reaction. (1) Reactant: [F:1][C:2]([F:20])([F:19])[C:3]1[CH:4]=[C:5]([C:13]([CH3:18])([CH3:17])[C:14](O)=[O:15])[CH:6]=[C:7]([C:9]([F:12])([F:11])[F:10])[CH:8]=1.C(Cl)(=O)C([Cl:24])=O. Product: [F:1][C:2]([F:20])([F:19])[C:3]1[CH:4]=[C:5]([C:13]([CH3:18])([CH3:17])[C:14]([Cl:24])=[O:15])[CH:6]=[C:7]([C:9]([F:12])([F:11])[F:10])[CH:8]=1. The catalyst class is: 139. (2) Reactant: Cl[C:2](Cl)([O:4]C(=O)OC(Cl)(Cl)Cl)Cl.[CH:13]([C:16]1[CH:21]=[CH:20][CH:19]=[C:18]([CH:22]([CH3:24])[CH3:23])[C:17]=1[NH:25][C:26](=[O:43])[CH2:27][NH:28][CH2:29][C:30]1([NH:36][C:37]2[CH:42]=[CH:41][CH:40]=[CH:39][CH:38]=2)[CH2:35][CH2:34][CH2:33][CH2:32][CH2:31]1)([CH3:15])[CH3:14].C(N(C(C)C)CC)(C)C.O. Product: [CH:13]([C:16]1[CH:21]=[CH:20][CH:19]=[C:18]([CH:22]([CH3:24])[CH3:23])[C:17]=1[NH:25][C:26](=[O:43])[CH2:27][N:28]1[CH2:29][C:30]2([CH2:31][CH2:32][CH2:33][CH2:34][CH2:35]2)[N:36]([C:37]2[CH:42]=[CH:41][CH:40]=[CH:39][CH:38]=2)[C:2]1=[O:4])([CH3:14])[CH3:15]. The catalyst class is: 4. (3) Product: [NH2:33][C:34]1[C:35]([C:42]([N:44]([CH2:13][CH2:14][CH2:15][CH2:16][CH2:17][CH2:18][CH2:19][CH2:20][CH2:21][CH2:22][CH2:23][C:24](=[O:25])[N:26]2[CH2:27][CH2:28][NH:29][CH2:30][CH2:31]2)[C:45]([NH2:48])=[NH:4])=[O:43])=[N:36][C:37]([Cl:41])=[C:38]([NH2:40])[N:39]=1. Reactant: C([N:4](C(C)C)CC)(C)C.Cl.Cl.N[CH2:13][CH2:14][CH2:15][CH2:16][CH2:17][CH2:18][CH2:19][CH2:20][CH2:21][CH2:22][CH2:23][C:24]([N:26]1[CH2:31][CH2:30][NH:29][CH2:28][CH2:27]1)=[O:25].I.[NH2:33][C:34]1[C:35]([C:42]([NH:44][C:45](=[NH:48])SC)=[O:43])=[N:36][C:37]([Cl:41])=[C:38]([NH2:40])[N:39]=1. The catalyst class is: 8. (4) Reactant: [OH-].[Li+].[CH2:3]([NH:11][C:12]1[N:22]=[CH:21][CH:20]=[CH:19][C:13]=1[C:14]([O:16]CC)=[O:15])[CH2:4][C:5]1[CH:10]=[CH:9][CH:8]=[CH:7][CH:6]=1. Product: [CH2:3]([NH:11][C:12]1[N:22]=[CH:21][CH:20]=[CH:19][C:13]=1[C:14]([OH:16])=[O:15])[CH2:4][C:5]1[CH:6]=[CH:7][CH:8]=[CH:9][CH:10]=1. The catalyst class is: 20.